Dataset: Peptide-MHC class I binding affinity with 185,985 pairs from IEDB/IMGT. Task: Regression. Given a peptide amino acid sequence and an MHC pseudo amino acid sequence, predict their binding affinity value. This is MHC class I binding data. (1) The peptide sequence is FRRVAHSSL. The MHC is HLA-A69:01 with pseudo-sequence HLA-A69:01. The binding affinity (normalized) is 0.0847. (2) The peptide sequence is AYFPREGVF. The MHC is HLA-A30:02 with pseudo-sequence HLA-A30:02. The binding affinity (normalized) is 0. (3) The peptide sequence is KAFKNNLSR. The MHC is HLA-A31:01 with pseudo-sequence HLA-A31:01. The binding affinity (normalized) is 0.701. (4) The peptide sequence is LPGTVLRAI. The MHC is HLA-B07:02 with pseudo-sequence HLA-B07:02. The binding affinity (normalized) is 0.306. (5) The peptide sequence is IPTITQMNL. The MHC is HLA-B35:01 with pseudo-sequence HLA-B35:01. The binding affinity (normalized) is 0.254. (6) The peptide sequence is LRQGYRPV. The MHC is HLA-B27:05 with pseudo-sequence HLA-B27:05. The binding affinity (normalized) is 0.342. (7) The peptide sequence is SMTYLYNKY. The MHC is HLA-A33:01 with pseudo-sequence HLA-A33:01. The binding affinity (normalized) is 0.141. (8) The peptide sequence is KFRRFTQAI. The MHC is HLA-A02:19 with pseudo-sequence HLA-A02:19. The binding affinity (normalized) is 0.0847. (9) The peptide sequence is STGNYNYKY. The MHC is HLA-A30:02 with pseudo-sequence HLA-A30:02. The binding affinity (normalized) is 0.704.